Dataset: NCI-60 drug combinations with 297,098 pairs across 59 cell lines. Task: Regression. Given two drug SMILES strings and cell line genomic features, predict the synergy score measuring deviation from expected non-interaction effect. (1) Drug 1: C1=CC=C(C(=C1)C(C2=CC=C(C=C2)Cl)C(Cl)Cl)Cl. Drug 2: CN(CCCl)CCCl.Cl. Cell line: TK-10. Synergy scores: CSS=20.4, Synergy_ZIP=-3.60, Synergy_Bliss=1.61, Synergy_Loewe=-10.8, Synergy_HSA=3.13. (2) Drug 1: COC1=NC(=NC2=C1N=CN2C3C(C(C(O3)CO)O)O)N. Drug 2: CC12CCC3C(C1CCC2OP(=O)(O)O)CCC4=C3C=CC(=C4)OC(=O)N(CCCl)CCCl.[Na+]. Cell line: CCRF-CEM. Synergy scores: CSS=54.8, Synergy_ZIP=1.30, Synergy_Bliss=0.745, Synergy_Loewe=-34.7, Synergy_HSA=0.683. (3) Drug 1: CC(CN1CC(=O)NC(=O)C1)N2CC(=O)NC(=O)C2. Drug 2: CN(CCCl)CCCl.Cl. Cell line: NCI-H322M. Synergy scores: CSS=-1.39, Synergy_ZIP=1.51, Synergy_Bliss=1.43, Synergy_Loewe=-2.07, Synergy_HSA=-2.02. (4) Drug 1: CNC(=O)C1=CC=CC=C1SC2=CC3=C(C=C2)C(=NN3)C=CC4=CC=CC=N4. Drug 2: CCN(CC)CCCC(C)NC1=C2C=C(C=CC2=NC3=C1C=CC(=C3)Cl)OC. Cell line: NCI-H460. Synergy scores: CSS=30.2, Synergy_ZIP=14.9, Synergy_Bliss=11.0, Synergy_Loewe=10.5, Synergy_HSA=11.0. (5) Drug 1: C1=CC(=CC=C1C#N)C(C2=CC=C(C=C2)C#N)N3C=NC=N3. Drug 2: C1CN1C2=NC(=NC(=N2)N3CC3)N4CC4. Cell line: COLO 205. Synergy scores: CSS=24.7, Synergy_ZIP=-1.99, Synergy_Bliss=-4.06, Synergy_Loewe=-1.53, Synergy_HSA=1.90. (6) Drug 1: C1CN1C2=NC(=NC(=N2)N3CC3)N4CC4. Drug 2: CC12CCC3C(C1CCC2=O)CC(=C)C4=CC(=O)C=CC34C. Cell line: HCT116. Synergy scores: CSS=48.2, Synergy_ZIP=-0.0564, Synergy_Bliss=-2.14, Synergy_Loewe=-3.88, Synergy_HSA=-1.93. (7) Drug 1: C#CCC(CC1=CN=C2C(=N1)C(=NC(=N2)N)N)C3=CC=C(C=C3)C(=O)NC(CCC(=O)O)C(=O)O. Drug 2: C(CC(=O)O)C(=O)CN.Cl. Cell line: PC-3. Synergy scores: CSS=30.3, Synergy_ZIP=-3.65, Synergy_Bliss=-2.28, Synergy_Loewe=-2.27, Synergy_HSA=-1.67.